From a dataset of Catalyst prediction with 721,799 reactions and 888 catalyst types from USPTO. Predict which catalyst facilitates the given reaction. (1) Reactant: [I:1][C:2]1[CH:3]=[C:4]([CH:8]=[CH:9][C:10]=1[CH3:11])[C:5](Cl)=[O:6].IC1C=C(C=CC=1C)C(O)=O.O=S(Cl)Cl.[CH3:27][N:28]1[CH2:33][CH2:32][N:31]([CH2:34][C:35]2[CH:41]=[CH:40][C:38]([NH2:39])=[CH:37][C:36]=2[C:42]([F:45])([F:44])[F:43])[CH2:30][CH2:29]1.CCN(CC)CC. Product: [I:1][C:2]1[CH:3]=[C:4]([CH:8]=[CH:9][C:10]=1[CH3:11])[C:5]([NH:39][C:38]1[CH:40]=[CH:41][C:35]([CH2:34][N:31]2[CH2:30][CH2:29][N:28]([CH3:27])[CH2:33][CH2:32]2)=[C:36]([C:42]([F:45])([F:44])[F:43])[CH:37]=1)=[O:6]. The catalyst class is: 251. (2) Reactant: [Cl:1][C:2]1[N:7]=[C:6]([NH:8][CH:9]2[CH2:14][CH2:13][CH:12]([OH:15])[CH2:11][CH2:10]2)[C:5](B(O)O)=[CH:4][N:3]=1.Br[C:20]1[N:25]=[CH:24][C:23]([CH2:26][N:27]2[CH2:32][CH2:31][N:30]([CH3:33])[CH2:29][CH2:28]2)=[CH:22][CH:21]=1.C1(P(C2CCCCC2)C2CCCCC2)CCCCC1. Product: [Cl:1][C:2]1[N:7]=[C:6]([NH:8][C@H:9]2[CH2:14][CH2:13][C@H:12]([OH:15])[CH2:11][CH2:10]2)[C:5]([C:20]2[CH:21]=[CH:22][C:23]([CH2:26][N:27]3[CH2:28][CH2:29][N:30]([CH3:33])[CH2:31][CH2:32]3)=[CH:24][N:25]=2)=[CH:4][N:3]=1. The catalyst class is: 333.